Dataset: M1 muscarinic receptor antagonist screen with 61,756 compounds. Task: Binary Classification. Given a drug SMILES string, predict its activity (active/inactive) in a high-throughput screening assay against a specified biological target. (1) The molecule is s1c2CC(CCc2nc1NC(=O)c1n(nc(C(C)(C)C)c1)C)C. The result is 0 (inactive). (2) The compound is O1CCN(CC1)C(=O)Nc1cc2c(n(c3c2cccc3)CC)cc1. The result is 0 (inactive). (3) The compound is Fc1c(CNc2cc(c(N3CCOCC3)cc2)C(OC)=O)cccc1. The result is 0 (inactive). (4) The molecule is O=C(CN1CC(CCC1)C)c1c2c([nH]c1)ccc(OC)c2. The result is 0 (inactive). (5) The compound is S1CCN(c2c1ccc(c2)C(OC)=O)C. The result is 0 (inactive). (6) The compound is S1C2(N(C(=O)C1)c1ccc(OCC)cc1)CCCCC2. The result is 0 (inactive). (7) The molecule is O=C1N(C(c2c1n[nH]c2C)c1ccc(cc1)C(OC)=O)c1ccc(cc1)C. The result is 1 (active). (8) The molecule is s1c(nc(COC(=O)c2c(onc2C)C)c1)c1ccc(cc1)C. The result is 0 (inactive). (9) The drug is Clc1c(NC(=O)C)cc2nn(nc2c1)c1ccccc1. The result is 0 (inactive).